Dataset: Forward reaction prediction with 1.9M reactions from USPTO patents (1976-2016). Task: Predict the product of the given reaction. (1) Given the reactants S(Cl)([Cl:3])=O.[ClH:5].Cl.[N:7]1[C:15]2[CH2:14][C@@H:13]([C:16]([OH:18])=[O:17])[NH:12][CH2:11][C:10]=2[NH:9][CH:8]=1.[CH3:19]O, predict the reaction product. The product is: [ClH:3].[ClH:5].[N:7]1[C:15]2[CH2:14][C@@H:13]([C:16]([O:18][CH3:19])=[O:17])[NH:12][CH2:11][C:10]=2[NH:9][CH:8]=1. (2) Given the reactants Cl.[Cl:2][C:3]1[CH:4]=[CH:5][C:6]([S:11]([CH2:14][CH3:15])(=[O:13])=[O:12])=[C:7]([CH:10]=1)[CH2:8][NH2:9].[F:16][C:17]([F:28])([F:27])[C:18]1[CH:23]=[C:22]([C:24](O)=[O:25])[CH:21]=[CH:20][N:19]=1.CC(OC(N1CCN(CC2C=CC(C([O-])=O)=CC=2C(F)(F)F)CC1)=O)(C)C, predict the reaction product. The product is: [Cl:2][C:3]1[CH:4]=[CH:5][C:6]([S:11]([CH2:14][CH3:15])(=[O:13])=[O:12])=[C:7]([CH2:8][NH:9][C:24]([C:22]2[CH:21]=[CH:20][N:19]=[C:18]([C:17]([F:28])([F:16])[F:27])[CH:23]=2)=[O:25])[CH:10]=1. (3) Given the reactants [F:1][C:2]1[CH:7]=[CH:6][C:5]([CH2:8][N:9]([CH2:19][C:20](O)(C)CC)[CH:10]2[CH2:15][CH2:14][N:13](C([O-])=O)[CH2:12][CH2:11]2)=[C:4]([C:25]([F:28])([F:27])[F:26])[CH:3]=1.F[C:30](F)(F)C(O)=O.[C:36]([OH:45])(=[O:44])[C@@H:37]([C@H:39]([C:41]([OH:43])=[O:42])[OH:40])[OH:38].C([O:48][CH2:49][CH3:50])C, predict the reaction product. The product is: [C:41]([C@@H:39]([C@H:37]([C:36]([OH:45])=[O:44])[OH:38])[OH:40])([OH:43])=[O:42].[CH3:30][C:49]([OH:48])([CH3:50])[CH2:20][CH2:19][N:9]([CH2:8][C:5]1[CH:6]=[CH:7][C:2]([F:1])=[CH:3][C:4]=1[C:25]([F:27])([F:26])[F:28])[CH:10]1[CH2:11][CH2:12][NH:13][CH2:14][CH2:15]1. (4) Given the reactants [CH:1]([C:3]1[CH:11]=[CH:10][C:6]([C:7]([OH:9])=[O:8])=[CH:5][CH:4]=1)=[O:2].[C:12](OC(O[C:12]([CH3:15])([CH3:14])[CH3:13])N(C)C)([CH3:15])([CH3:14])[CH3:13], predict the reaction product. The product is: [C:12]([O:8][C:7](=[O:9])[C:6]1[CH:10]=[CH:11][C:3]([CH:1]=[O:2])=[CH:4][CH:5]=1)([CH3:15])([CH3:14])[CH3:13].